This data is from Forward reaction prediction with 1.9M reactions from USPTO patents (1976-2016). The task is: Predict the product of the given reaction. (1) Given the reactants [Cl:1][C:2]1[CH:7]=[C:6]([O:8][CH3:9])[CH:5]=[CH:4][C:3]=1[C:10]#[CH:11].[N:12]([CH2:15][CH2:16][C@@:17]([CH3:32])([S:28]([CH3:31])(=[O:30])=[O:29])[C:18]([NH:20][O:21][CH:22]1[CH2:27][CH2:26][CH2:25][CH2:24][O:23]1)=[O:19])=[N+:13]=[N-:14].O=C1O[C@H]([C@H](CO)O)C([O-])=C1O.[Na+], predict the reaction product. The product is: [Cl:1][C:2]1[CH:7]=[C:6]([O:8][CH3:9])[CH:5]=[CH:4][C:3]=1[C:10]1[N:14]=[N:13][N:12]([CH2:15][CH2:16][C@@:17]([CH3:32])([S:28]([CH3:31])(=[O:30])=[O:29])[C:18]([NH:20][O:21][CH:22]2[CH2:27][CH2:26][CH2:25][CH2:24][O:23]2)=[O:19])[CH:11]=1. (2) The product is: [OH:49][C:48]1[CH:43]=[CH:44][C:45]([C:63]2[O:62][C:60]3[C:61]([C:2](=[O:1])[CH:3]=2)=[C:56]([O:55][CH3:54])[C:57]([O:68][CH3:69])=[C:58]([O:66][CH3:67])[C:59]=3[O:64][CH3:65])=[CH:46][C:47]=1[O:51][CH3:52]. Given the reactants [OH:1][C:2]1C=CC=C[C:3]=1C(=O)C=CC1C=CC=CC=1.O1C2C(=CC=CC=2)C(=O)C=C1C1C=CC=CC=1.II.CS(C)=O.CO[C:43]1[CH:44]=[C:45](O)[CH:46]=[C:47]([O:51][CH3:52])[C:48]=1[O:49]C.[CH3:54][O:55][C:56]1[CH:61]=[C:60]([O:62][CH3:63])[C:59]([O:64][CH3:65])=[C:58]([O:66][CH3:67])[C:57]=1[O:68][CH3:69].OC1C(OC)=C(OC)C(OC)=C(OC)C=1C(=O)C, predict the reaction product. (3) Given the reactants Cl[CH2:2][CH2:3][CH2:4][N:5]1[C:13]2[C:8](=[CH:9][CH:10]=[CH:11][C:12]=2[O:14][CH3:15])[C:7]([C:16]([NH:18][CH2:19][CH:20]([CH3:22])[CH3:21])=[O:17])=[CH:6]1.[I-].[K+].CCN(C(C)C)C(C)C.[NH:34]1[CH2:39][CH2:38][CH:37]([C:40]2[S:41][C:42]3[CH:48]=[CH:47][CH:46]=[CH:45][C:43]=3[N:44]=2)[CH2:36][CH2:35]1, predict the reaction product. The product is: [S:41]1[C:42]2[CH:48]=[CH:47][CH:46]=[CH:45][C:43]=2[N:44]=[C:40]1[CH:37]1[CH2:38][CH2:39][N:34]([CH2:2][CH2:3][CH2:4][N:5]2[C:13]3[C:8](=[CH:9][CH:10]=[CH:11][C:12]=3[O:14][CH3:15])[C:7]([C:16]([NH:18][CH2:19][CH:20]([CH3:22])[CH3:21])=[O:17])=[CH:6]2)[CH2:35][CH2:36]1.